From a dataset of Full USPTO retrosynthesis dataset with 1.9M reactions from patents (1976-2016). Predict the reactants needed to synthesize the given product. Given the product [O:20]=[C:19]1[CH:7]([C:6]([O:5][C:1]([CH3:4])([CH3:3])[CH3:2])=[O:24])[N:8]2[C:16]3[C:11]([CH:10]=[C:9]2[CH2:17][CH2:18]1)=[CH:12][CH:13]=[CH:14][CH:15]=3, predict the reactants needed to synthesize it. The reactants are: [C:1]([O:5][C:6](=[O:24])[CH2:7][N:8]1[C:16]2[C:11](=[CH:12][CH:13]=[CH:14][CH:15]=2)[CH:10]=[C:9]1[CH2:17][CH2:18][C:19](OCC)=[O:20])([CH3:4])([CH3:3])[CH3:2].CC(C)([O-])C.[K+].[Cl-].[NH4+].